From a dataset of Full USPTO retrosynthesis dataset with 1.9M reactions from patents (1976-2016). Predict the reactants needed to synthesize the given product. (1) Given the product [F:16][C:17]([F:23])([F:22])[S:18]([O:4][CH2:3][C:2]([F:8])([F:1])[CH:5]([F:7])[F:6])(=[O:20])=[O:19], predict the reactants needed to synthesize it. The reactants are: [F:1][C:2]([F:8])([CH:5]([F:7])[F:6])[CH2:3][OH:4].C(N(CC)CC)C.[F:16][C:17]([F:23])([F:22])[S:18](F)(=[O:20])=[O:19]. (2) Given the product [CH3:1][N:2]1[C:14]2([CH2:19][CH2:18][N:17]([C:20]([O:22][C:23]([CH3:26])([CH3:25])[CH3:24])=[O:21])[CH2:16][CH2:15]2)[C:6]2=[CH:7][C:8]([C:27]([F:30])([F:29])[F:28])=[C:9]([C:10]([F:11])([F:13])[F:12])[N:5]2[CH2:4][CH2:3]1, predict the reactants needed to synthesize it. The reactants are: [CH3:1][N:2]1[C:14]2([CH2:19][CH2:18][N:17]([C:20]([O:22][C:23]([CH3:26])([CH3:25])[CH3:24])=[O:21])[CH2:16][CH2:15]2)[C:6]2=[CH:7][CH:8]=[C:9]([C:10]([F:13])([F:12])[F:11])[N:5]2[CH2:4][CH2:3]1.[C:27](I)([F:30])([F:29])[F:28].OO. (3) Given the product [CH3:35][C:25]1[CH:26]=[C:27]([S:31]([N:20]([CH3:18])[C@H:15]2[CH2:16][CH2:17][C@H:13]([N:4]3[CH2:5][CH2:6][C:7]4[C:12](=[CH:11][CH:10]=[CH:9][CH:8]=4)[CH2:3]3)[CH2:14]2)(=[O:33])=[O:32])[CH:28]=[CH:29][CH:30]=1, predict the reactants needed to synthesize it. The reactants are: Cl.Cl.[CH2:3]1[C:12]2[C:7](=[CH:8][CH:9]=[CH:10][CH:11]=2)[CH2:6][CH2:5][N:4]1[CH:13]1[CH2:17][CH2:16][CH2:15][CH2:14]1.[CH2:18]([N:20](CC)CC)C.[C:25]1([CH3:35])[CH:30]=[CH:29][CH:28]=[C:27]([S:31](Cl)(=[O:33])=[O:32])[CH:26]=1.[OH-].[Na+]. (4) Given the product [OH:1][C:2]1[CH:7]=[CH:6][CH:5]=[CH:4][C:3]=1[C:8]1[CH:13]=[CH:12][C:11]([C:14]([OH:16])=[O:15])=[CH:10][C:9]=1[CH3:18], predict the reactants needed to synthesize it. The reactants are: [OH:1][C:2]1[CH:7]=[CH:6][CH:5]=[CH:4][C:3]=1[C:8]1[CH:13]=[CH:12][C:11]([C:14]([O:16]C)=[O:15])=[CH:10][C:9]=1[CH3:18].[OH-].[Na+].